From a dataset of Drug-target binding data from BindingDB using IC50 measurements. Regression. Given a target protein amino acid sequence and a drug SMILES string, predict the binding affinity score between them. We predict pIC50 (pIC50 = -log10(IC50 in M); higher means more potent). Dataset: bindingdb_ic50. (1) The target protein (P42337) has sequence MPPRPSSGELWGIHLMPPRILVECLLPNGMIVTLECLREATLVTIKHELFREARKYPLHQLLQDETSYIFVSVTQEAEREEFFDETRRLCDLRLFQPFLKVIEPVGNREEKILNREIGFVIGMPVCEFDMVKDPEVQDFRRNILNVCKEAVDLRDLNSPHSRAMYVYPPNVESSPELPKHIYNKLDKGQIIVVIWVIVSPNNDKQKYTLKINHDCVPEQVIAEAIRKKTRSMLLSSEQLKLCVLEYQGKYILKVCGCDEYFLEKYPLSQYKYIRSCIMLGRMPNLMLMAKESLYSQLPIDSFTMPSYSRRISTATPYMNGETSTKSLWVINSALRIKILCATYVNVNIRDIDKIYVRTGIYHGGEPLCDNVNTQRVPCSNPRWNEWLNYDIYIPDLPRAARLCLSICSVKGRKGAKEEHCPLAWGNINLFDYTDTLVSGKMALNLWPVPHGLEDLLNPIGVTGSNPNKETPCLELEFDWFSSVVKFPDMSVIEEHANWSV.... The pIC50 is 8.0. The drug is COC(=O)c1cccc2c1nc(C(F)F)n2-c1nc(N2CCOCC2)nc(N2CCOCC2)n1. (2) The compound is CC(C)(COP(=O)(O)OP(=O)(O)OC[C@H]1O[C@@H](n2cnc3c(N)ncnc32)[C@H](O)[C@@H]1OP(=O)(O)O)[C@@H](O)C(=O)NCCC(=O)NCCSC(CC(=O)c1ccc(Cl)cc1)C(=O)O. The target protein (P9WNP5) has sequence MVAPAGEQGRSSTALSDNPFDAKAWRLVDGFDDLTDITYHRHVDDATVRVAFNRPEVRNAFRPHTVDELYRVLDHARMSPDVGVVLLTGNGPSPKDGGWAFCSGGDQRIRGRSGYQYASGDTADTVDVARAGRLHILEVQRLIRFMPKVVICLVNGWAAGGGHSLHVVCDLTLASREYARFKQTDADVGSFDGGYGSAYLARQVGQKFAREIFFLGRTYTAEQMHQMGAVNAVAEHAELETVGLQWAAEINAKSPQAQRMLKFAFNLLDDGLVGQQLFAGEATRLAYMTDEAVEGRDAFLQKRPPDWSPFPRYF. The pIC50 is 6.3. (3) The drug is Cc1cccc2c(=O)[nH]c(-c3ccc(C(=O)N4CCN(CC5CC5)CC4)cn3)cc12. The target protein sequence is MHHHHHHSSGVDLGTENLYFQSMQGTNPYLTFHCVNQGTILLDLAPEDKEYQSVEEEMQSTIREHRDGGNAGGIFNRYNVIRIQKVVNKKLRERFCHRQKEVSEENHNHHNERMLFHGSPFINAIIHKGFDERHAYIGGMFGAGIYFAENSSKSNQYVYGIGGGTGCPTHKDRSCYICHRQMLFCRVTLGKSFLQFSTIKMAHAPPGHHSVIGRPSVNGLAYAEYVIYRGEQAYPEYLITYQIMKPEAPSQTATAAEQ. The pIC50 is 7.1. (4) The target protein (P19332) has sequence MAEPRQEFDTMEDQAGDYTMLQDQEGDMDHGLKESPPQPPADDGSEEPGSETSDAKSTPTAEDVTAPLVEERAPDKQATAQSHTEIPEGTTAEEAGIGDTPNMEDQAAGHVTQEPQKVEIFSQSLLVEPGRREGQAPDSGISDWTHQQVPSMSGAPLPPQGLREATHQPLGTRPEDVERSHPASELLWQESPQKEAWGKDRLGSEEEVDEDITMDESSQESPPSQASLAPGTATPQARSVSASGVSGETTSIPGFPAEGSIPLPADFFSKVSAETQASPPEGPGTGPSEEGHEAAPEFTFHVEIKASAPKEQDLEGATVVGAPAEEQKARGPSVGKGTKEASLLEPTDKQPAAGLPGRPVSRVPQLKARVAGVSKDRTGNDEKKAKTSTPSCAKTPSNRPCLSPTRPTPGSSDPLIKPSSPAVCPEPATSPKYVSSVTPRNGSPGTKQMKLKGADGKTGAKIATPRGAATPGQKGTSNATRIPAKTTPSPKTPPGSGEPP.... The small molecule is CCCC(=O)Nc1n[nH]c2c(F)c(Cl)c(-c3ccccc3)cc12. The pIC50 is 6.6.